Dataset: Catalyst prediction with 721,799 reactions and 888 catalyst types from USPTO. Task: Predict which catalyst facilitates the given reaction. (1) Product: [OH:4][C:5]1[CH:13]=[CH:12][CH:11]=[CH:10][C:6]=1[C:7]([NH:35][C:34]1[C:28]2[C:29](=[N:30][CH:31]=[C:26]([C:23]3[CH:24]=[CH:25][C:20]([S:17]([CH:14]([CH3:16])[CH3:15])(=[O:19])=[O:18])=[CH:21][CH:22]=3)[N:27]=2)[N:32]([C:36]([C:49]2[CH:50]=[CH:51][CH:52]=[CH:53][CH:54]=2)([C:43]2[CH:44]=[CH:45][CH:46]=[CH:47][CH:48]=2)[C:37]2[CH:42]=[CH:41][CH:40]=[CH:39][CH:38]=2)[CH:33]=1)=[O:9]. Reactant: C([O:4][C:5]1[CH:13]=[CH:12][CH:11]=[CH:10][C:6]=1[C:7]([OH:9])=O)(=O)C.[CH:14]([S:17]([C:20]1[CH:25]=[CH:24][C:23]([C:26]2[N:27]=[C:28]3[C:34]([NH2:35])=[CH:33][N:32]([C:36]([C:49]4[CH:54]=[CH:53][CH:52]=[CH:51][CH:50]=4)([C:43]4[CH:48]=[CH:47][CH:46]=[CH:45][CH:44]=4)[C:37]4[CH:42]=[CH:41][CH:40]=[CH:39][CH:38]=4)[C:29]3=[N:30][CH:31]=2)=[CH:22][CH:21]=1)(=[O:19])=[O:18])([CH3:16])[CH3:15].CN(C(ON1N=NC2C=CC=CC1=2)=[N+](C)C)C.[B-](F)(F)(F)F.CN1CCOCC1. The catalyst class is: 2. (2) Reactant: CS([C:5]1[N:10]=[C:9](/[CH:11]=[C:12]2/[C:13](=[O:18])[NH:14][C:15](=[O:17])[S:16]/2)[CH:8]=[CH:7][N:6]=1)(=O)=O.C([O-])(=O)C.[NH4+:23]. Product: [NH2:23][C:5]1[N:10]=[C:9](/[CH:11]=[C:12]2/[C:13](=[O:18])[NH:14][C:15](=[O:17])[S:16]/2)[CH:8]=[CH:7][N:6]=1. The catalyst class is: 16. (3) Reactant: [NH2:1][C:2]1[CH:7]=[CH:6][C:5]([CH2:8][CH2:9][CH2:10][C:11]([OH:13])=[O:12])=[CH:4][CH:3]=1.C(Cl)Cl.Cl[Si](C)(C)C. Product: [C:11]([NH:1][C:2]1[CH:3]=[CH:4][C:5]([CH2:8][CH2:9][CH2:10][C:11]([OH:13])=[O:12])=[CH:6][CH:7]=1)([CH:10]=[CH2:9])=[O:12]. The catalyst class is: 413. (4) Reactant: [Cl:1][C:2]1[C:6]([Cl:7])=[C:5]([CH3:8])[NH:4][C:3]=1[C:9]([OH:11])=O.C(N(CC)CC)C.CN(C(ON1N=NC2C=CC=NC1=2)=[N+](C)C)C.F[P-](F)(F)(F)(F)F.[NH2:43][CH:44]1[CH2:47][N:46]([C:48]([O:50][C:51]([CH3:54])([CH3:53])[CH3:52])=[O:49])[CH2:45]1. Product: [Cl:1][C:2]1[C:6]([Cl:7])=[C:5]([CH3:8])[NH:4][C:3]=1[C:9]([NH:43][CH:44]1[CH2:45][N:46]([C:48]([O:50][C:51]([CH3:54])([CH3:53])[CH3:52])=[O:49])[CH2:47]1)=[O:11]. The catalyst class is: 3. (5) Reactant: [Cl:1][C:2]1[CH:7]=[CH:6][C:5]([C:8]2[CH:9]=[CH:10][C:11]([C:14]#[C:15][C:16]3[CH:21]=[CH:20][C:19]([C:22]4([OH:28])[CH2:27][CH2:26][NH:25][CH2:24][CH2:23]4)=[CH:18][CH:17]=3)=[N:12][CH:13]=2)=[CH:4][CH:3]=1.[CH:29]1([CH:32]=O)[CH2:31][CH2:30]1.C(O[BH-](OC(=O)C)OC(=O)C)(=O)C.[Na+].C(O)(=O)C. Product: [Cl:1][C:2]1[CH:7]=[CH:6][C:5]([C:8]2[CH:9]=[CH:10][C:11]([C:14]#[C:15][C:16]3[CH:21]=[CH:20][C:19]([C:22]4([OH:28])[CH2:27][CH2:26][N:25]([CH2:32][CH:29]5[CH2:31][CH2:30]5)[CH2:24][CH2:23]4)=[CH:18][CH:17]=3)=[N:12][CH:13]=2)=[CH:4][CH:3]=1. The catalyst class is: 76.